This data is from Forward reaction prediction with 1.9M reactions from USPTO patents (1976-2016). The task is: Predict the product of the given reaction. Given the reactants [NH2:1][C:2]1[N:7]=[CH:6][C:5]([C:8]2[N:13]=[C:12](Cl)[N:11]=[C:10]([CH:15]3[CH2:20][CH2:19][N:18]([C:21]([O:23][C:24]([CH3:27])([CH3:26])[CH3:25])=[O:22])[CH2:17][CH2:16]3)[CH:9]=2)=[CH:4][C:3]=1[O:28][CH:29]([F:31])[F:30].[CH:32]1(B(O)O)[CH2:34][CH2:33]1.P([O-])([O-])([O-])=O.[K+].[K+].[K+], predict the reaction product. The product is: [NH2:1][C:2]1[N:7]=[CH:6][C:5]([C:8]2[N:13]=[C:12]([CH:32]3[CH2:34][CH2:33]3)[N:11]=[C:10]([CH:15]3[CH2:20][CH2:19][N:18]([C:21]([O:23][C:24]([CH3:27])([CH3:26])[CH3:25])=[O:22])[CH2:17][CH2:16]3)[CH:9]=2)=[CH:4][C:3]=1[O:28][CH:29]([F:31])[F:30].